From a dataset of Catalyst prediction with 721,799 reactions and 888 catalyst types from USPTO. Predict which catalyst facilitates the given reaction. (1) Reactant: [CH2:1]([C:3]1[N:13]([CH2:14][C:15]2[CH:20]=[CH:19][C:18]([NH:21][CH:22]3[CH2:27][CH2:26][N:25]([C:28]([CH:30]4[CH2:35][CH2:34][N:33](C(OC(C)(C)C)=O)[CH2:32][CH2:31]4)=[O:29])[CH2:24][CH2:23]3)=[CH:17][CH:16]=2)[C:6]2=[N:7][C:8]([CH3:12])=[CH:9][C:10]([CH3:11])=[C:5]2[N:4]=1)[CH3:2].C(OCC)(=O)C.Cl.[OH-].[Na+]. Product: [CH2:1]([C:3]1[N:13]([CH2:14][C:15]2[CH:20]=[CH:19][C:18]([NH:21][CH:22]3[CH2:27][CH2:26][N:25]([C:28]([CH:30]4[CH2:35][CH2:34][NH:33][CH2:32][CH2:31]4)=[O:29])[CH2:24][CH2:23]3)=[CH:17][CH:16]=2)[C:6]2=[N:7][C:8]([CH3:12])=[CH:9][C:10]([CH3:11])=[C:5]2[N:4]=1)[CH3:2]. The catalyst class is: 22. (2) Reactant: Cl[CH2:2][C:3]1[C:4]([S:14]([CH3:17])(=[O:16])=[O:15])=[N:5][C:6]2[C:11]([CH:12]=1)=[CH:10][C:9]([CH3:13])=[CH:8][CH:7]=2.C[Sn](C)(C)[C:20]1[CH:21]=[C:22]([CH:27]=[CH:28][N:29]=1)[C:23]([O:25][CH3:26])=[O:24]. The catalyst class is: 184. Product: [CH3:13][C:9]1[CH:10]=[C:11]2[C:6](=[CH:7][CH:8]=1)[N:5]=[C:4]([S:14]([CH3:17])(=[O:16])=[O:15])[C:3]([CH2:2][C:20]1[CH:21]=[C:22]([CH:27]=[CH:28][N:29]=1)[C:23]([O:25][CH3:26])=[O:24])=[CH:12]2. (3) Reactant: [CH2:1]([S-:3])[CH3:2].[Na+].Cl[C:6]1[C:7]([C:12]([NH:14][C:15]2[CH:20]=[CH:19][CH:18]=[C:17]([C:21]([F:24])([F:23])[F:22])[N:16]=2)=[O:13])=[N:8][CH:9]=[CH:10][CH:11]=1.CN(C=O)C. Product: [CH2:1]([S:3][C:6]1[C:7]([C:12]([NH:14][C:15]2[CH:20]=[CH:19][CH:18]=[C:17]([C:21]([F:22])([F:24])[F:23])[N:16]=2)=[O:13])=[N:8][CH:9]=[CH:10][CH:11]=1)[CH3:2]. The catalyst class is: 6. (4) Reactant: CCCC[N+](CCCC)(CCCC)CCCC.[F-].C1(S([N:28]2[C:36]3[C:31](=[CH:32][C:33]([C:37]4[CH:42]=[CH:41][C:40]([CH2:43][N:44]5[CH2:49][CH2:48][O:47][CH2:46][CH2:45]5)=[CH:39][CH:38]=4)=[CH:34][CH:35]=3)[C:30]3[CH:50]=[C:51]([Cl:54])[CH:52]=[N:53][C:29]2=3)(=O)=O)C=CC=CC=1. Product: [Cl:54][C:51]1[CH:52]=[N:53][C:29]2[NH:28][C:36]3[C:31]([C:30]=2[CH:50]=1)=[CH:32][C:33]([C:37]1[CH:38]=[CH:39][C:40]([CH2:43][N:44]2[CH2:45][CH2:46][O:47][CH2:48][CH2:49]2)=[CH:41][CH:42]=1)=[CH:34][CH:35]=3. The catalyst class is: 1. (5) Reactant: C([O-])([O-])=O.[K+].[K+].[C:7]([CH:9]([CH3:15])[C:10]([O:12][CH2:13][CH3:14])=[O:11])#[N:8].[F:16][C:17]1[CH:18]=[C:19]([N+:25]([O-:27])=[O:26])[CH:20]=[C:21]([F:24])[C:22]=1F.OS(O)(=O)=O.O. Product: [C:7]([C:9]([C:22]1[C:21]([F:24])=[CH:20][C:19]([N+:25]([O-:27])=[O:26])=[CH:18][C:17]=1[F:16])([CH3:15])[C:10]([O:12][CH2:13][CH3:14])=[O:11])#[N:8]. The catalyst class is: 3.